Predict the reactants needed to synthesize the given product. From a dataset of Full USPTO retrosynthesis dataset with 1.9M reactions from patents (1976-2016). (1) Given the product [C:22]([C:24]1[CH:25]=[C:26]([N:31]([CH2:41][C:40]2[CH:43]=[CH:44][C:37]([I:36])=[CH:38][CH:39]=2)[C:32](=[O:35])[CH2:33][CH3:34])[CH:27]=[C:28]([F:30])[CH:29]=1)#[N:23], predict the reactants needed to synthesize it. The reactants are: C(C1C=C(N(CC2C=CC=C(I)C=2)C(=O)CC)C=CC=1)#N.[C:22]([C:24]1[CH:25]=[C:26]([NH:31][C:32](=[O:35])[CH2:33][CH3:34])[CH:27]=[C:28]([F:30])[CH:29]=1)#[N:23].[I:36][C:37]1[CH:44]=[CH:43][C:40]([CH2:41]Br)=[CH:39][CH:38]=1. (2) Given the product [F:27][C:28]1[CH:33]=[CH:32][C:31]([NH:34][C:35]([NH:37][C:41]([NH:24][CH2:23][CH2:22][CH2:21][C:17]2[CH:18]=[CH:19][CH:20]=[C:15]([C:12]3[N:13]=[CH:14][N:10]([C:7]4[CH:6]=[CH:5][C:4]([O:3][C:2]([F:1])([F:25])[F:26])=[CH:9][CH:8]=4)[N:11]=3)[CH:16]=2)=[O:43])=[S:36])=[C:30]([CH:38]([CH3:40])[CH3:39])[CH:29]=1, predict the reactants needed to synthesize it. The reactants are: [F:1][C:2]([F:26])([F:25])[O:3][C:4]1[CH:9]=[CH:8][C:7]([N:10]2[CH:14]=[N:13][C:12]([C:15]3[CH:16]=[C:17]([CH2:21][CH2:22][CH2:23][NH2:24])[CH:18]=[CH:19][CH:20]=3)=[N:11]2)=[CH:6][CH:5]=1.[F:27][C:28]1[CH:33]=[CH:32][C:31]([NH:34][C:35]([NH2:37])=[S:36])=[C:30]([CH:38]([CH3:40])[CH3:39])[CH:29]=1.[C:41]([O-])(=[O:43])C.[Na+]. (3) Given the product [Cl:8][C:5]1[CH:6]=[CH:7][C:2]([NH:1][CH:17]([C:29]2[CH:30]=[CH:31][C:26]([O:25][CH3:24])=[CH:27][CH:28]=2)[C:16]([OH:20])=[O:19])=[C:3]([C:9](=[O:14])[C:10]([F:13])([F:11])[F:12])[CH:4]=1, predict the reactants needed to synthesize it. The reactants are: [NH2:1][C:2]1[CH:7]=[CH:6][C:5]([Cl:8])=[CH:4][C:3]=1[C:9](=[O:14])[C:10]([F:13])([F:12])[F:11].O.[C:16]([OH:20])(=[O:19])[CH:17]=O.C(#N)C.[CH3:24][O:25][C:26]1[CH:31]=[CH:30][C:29](B(O)O)=[CH:28][CH:27]=1.